From a dataset of Peptide-MHC class I binding affinity with 185,985 pairs from IEDB/IMGT. Regression. Given a peptide amino acid sequence and an MHC pseudo amino acid sequence, predict their binding affinity value. This is MHC class I binding data. (1) The binding affinity (normalized) is 0.275. The MHC is HLA-B44:03 with pseudo-sequence HLA-B44:03. The peptide sequence is EENLVNSLV. (2) The peptide sequence is LIWTLDANI. The MHC is HLA-A02:01 with pseudo-sequence HLA-A02:01. The binding affinity (normalized) is 0.429. (3) The peptide sequence is CIKSHSVSL. The MHC is HLA-B08:01 with pseudo-sequence HLA-B08:01. The binding affinity (normalized) is 0.923. (4) The peptide sequence is HSEEGSRAY. The MHC is HLA-A01:01 with pseudo-sequence HLA-A01:01. The binding affinity (normalized) is 0.756. (5) The peptide sequence is KMIYDLNAV. The MHC is HLA-A30:01 with pseudo-sequence HLA-A30:01. The binding affinity (normalized) is 0.300.